Dataset: Full USPTO retrosynthesis dataset with 1.9M reactions from patents (1976-2016). Task: Predict the reactants needed to synthesize the given product. (1) The reactants are: [Cl:1][C:2]1[C:11]([C:12]2[CH:17]=[CH:16][CH:15]=[CH:14][CH:13]=2)=[C:10]([Cl:18])[C:9]2[C:4](=[CH:5][CH:6]=[C:7]([C:19]([CH:27]3[CH2:32][CH2:31][CH2:30][NH:29][CH2:28]3)([C:21]3[CH:22]=[N:23][CH:24]=[CH:25][CH:26]=3)[OH:20])[CH:8]=2)[N:3]=1.[C:33]([OH:39])([C:35]([F:38])([F:37])[F:36])=[O:34].C(Cl)(=O)C.CCN(CC)CC. Given the product [C:33]([N:23]1[CH2:24][CH2:25][CH2:26][CH:21]([C:19]([C:7]2[CH:8]=[C:9]3[C:4](=[CH:5][CH:6]=2)[N:3]=[C:2]([Cl:1])[C:11]([C:12]2[CH:13]=[CH:14][CH:15]=[CH:16][CH:17]=2)=[C:10]3[Cl:18])([C:27]2[CH:28]=[N:29][CH:30]=[CH:31][CH:32]=2)[OH:20])[CH2:22]1)(=[O:34])[CH3:35].[C:33]([OH:39])([C:35]([F:38])([F:37])[F:36])=[O:34], predict the reactants needed to synthesize it. (2) Given the product [S:15]1[CH:3]=[CH:2][N:14]=[C:13]1[C:12]1[CH:16]=[CH:17][CH:18]=[CH:19][C:11]=1[NH2:10], predict the reactants needed to synthesize it. The reactants are: Cl[CH2:2][CH:3]=O.CN(C)C=O.[NH2:10][C:11]1[CH:19]=[CH:18][CH:17]=[CH:16][C:12]=1[C:13](=[S:15])[NH2:14].C([O-])(O)=O.[Na+]. (3) Given the product [P:30]([O:33][CH3:34])([O:31][CH3:32])([O:4][C:3]([C:5]1[C:13]2[C:8](=[CH:9][C:10]([O:14][CH3:15])=[CH:11][CH:12]=2)[N:7]([CH2:16][C:17]([N:19]([CH2:22][CH2:23][C:24]([CH3:27])([CH3:26])[CH3:25])[CH2:20][CH3:21])=[O:18])[N:6]=1)=[C:2]([CH3:29])[CH3:28])=[O:35], predict the reactants needed to synthesize it. The reactants are: Br[C:2]([CH3:29])([CH3:28])[C:3]([C:5]1[C:13]2[C:8](=[CH:9][C:10]([O:14][CH3:15])=[CH:11][CH:12]=2)[N:7]([CH2:16][C:17]([N:19]([CH2:22][CH2:23][C:24]([CH3:27])([CH3:26])[CH3:25])[CH2:20][CH3:21])=[O:18])[N:6]=1)=[O:4].[P:30]([O:35]C)([O:33][CH3:34])[O:31][CH3:32]. (4) Given the product [C:31]([O:30][C:28]([N:25]1[CH2:26][CH2:27][CH:22]([NH:14][CH2:13][C:12]2[C:7]([NH:6][CH2:5][C:4]3[CH:15]=[CH:16][C:17]([O:19][CH3:20])=[CH:18][C:3]=3[O:2][CH3:1])=[N:8][CH:9]=[CH:10][CH:11]=2)[CH2:23][CH2:24]1)=[O:29])([CH3:34])([CH3:32])[CH3:33], predict the reactants needed to synthesize it. The reactants are: [CH3:1][O:2][C:3]1[CH:18]=[C:17]([O:19][CH3:20])[CH:16]=[CH:15][C:4]=1[CH2:5][NH:6][C:7]1[C:12]([CH2:13][NH2:14])=[CH:11][CH:10]=[CH:9][N:8]=1.O=[C:22]1[CH2:27][CH2:26][N:25]([C:28]([O:30][C:31]([CH3:34])([CH3:33])[CH3:32])=[O:29])[CH2:24][CH2:23]1.CC(O)=O.[BH-](OC(C)=O)(OC(C)=O)OC(C)=O.[Na+]. (5) Given the product [Cl:25][C:2]1[CH:11]=[CH:10][C:9]2[CH2:8][CH2:7][CH2:6][CH2:5][C:4]=2[N:3]=1, predict the reactants needed to synthesize it. The reactants are: O[C:2]1[CH:11]=[CH:10][C:9]2[CH2:8][CH2:7][CH2:6][CH2:5][C:4]=2[N:3]=1.CCN(C1C=CC=CC=1)CC.P(Cl)(Cl)([Cl:25])=O. (6) The reactants are: [CH3:1][N:2]1[CH2:6][CH2:5][CH2:4][C@H:3]1[CH2:7][OH:8].[H-].[Na+].Br[CH2:12][C:13]1[C:14]([C:27]2[CH:32]=[CH:31][CH:30]=[CH:29][CH:28]=2)=[N:15][C:16]2[C:21]([C:22]=1[C:23]([O:25][CH3:26])=[O:24])=[CH:20][CH:19]=[CH:18][CH:17]=2. Given the product [CH3:1][N:2]1[CH2:6][CH2:5][CH2:4][C@H:3]1[CH2:7][O:8][CH2:12][C:13]1[C:14]([C:27]2[CH:32]=[CH:31][CH:30]=[CH:29][CH:28]=2)=[N:15][C:16]2[C:21]([C:22]=1[C:23]([O:25][CH3:26])=[O:24])=[CH:20][CH:19]=[CH:18][CH:17]=2, predict the reactants needed to synthesize it. (7) The reactants are: N1(O[C:11]2[N:16]=[C:15]([NH:17][CH2:18][CH:19]3[CH2:23][CH2:22][N:21]([C:24]([O:26][C:27]([CH3:30])([CH3:29])[CH3:28])=[O:25])[CH2:20]3)[C:14]([C:31](=[O:33])[NH2:32])=[CH:13][N:12]=2)C2C=CC=CC=2N=N1.[NH2:34][C:35]1[CH:36]=[C:37]([CH:42]=[CH:43][CH:44]=1)[NH:38][C:39](=[O:41])[CH3:40].CC1C=CC(S(O)(=O)=O)=CC=1. Given the product [C:39]([NH:38][C:37]1[CH:36]=[C:35]([NH:34][C:11]2[N:16]=[C:15]([NH:17][CH2:18][CH:19]3[CH2:23][CH2:22][N:21]([C:24]([O:26][C:27]([CH3:28])([CH3:29])[CH3:30])=[O:25])[CH2:20]3)[C:14]([C:31](=[O:33])[NH2:32])=[CH:13][N:12]=2)[CH:44]=[CH:43][CH:42]=1)(=[O:41])[CH3:40], predict the reactants needed to synthesize it.